This data is from Reaction yield outcomes from USPTO patents with 853,638 reactions. The task is: Predict the reaction yield, written as a fraction of the theoretical maximum amount of product (1.0 means a 100% yield; for example, 0.34 means a 34% yield). (1) The reactants are C(=O)([O-])[O-].[K+].[K+].Cl.O.[NH:9]1[CH2:14][CH2:13][C:12](=[O:15])[CH2:11][CH2:10]1.[CH3:16][S:17](Cl)(=[O:19])=[O:18]. The catalyst is C(Cl)(Cl)Cl.O. The product is [CH3:16][S:17]([N:9]1[CH2:14][CH2:13][C:12](=[O:15])[CH2:11][CH2:10]1)(=[O:19])=[O:18]. The yield is 0.870. (2) The reactants are CO[C:3]([C:5]1([CH3:27])[CH2:17][C:16]2[C:15]3[C:10](=[CH:11][CH:12]=[C:13]([O:18][CH3:19])[CH:14]=3)[NH:9][C:8]=2[CH:7]([C:20]2[CH:25]=[CH:24][CH:23]=[C:22]([OH:26])[CH:21]=2)[NH:6]1)=[O:4].[Br:28][CH2:29][CH2:30][N:31]=[C:32]=[O:33]. The catalyst is CC(=O)CC. The product is [Br:28][CH2:29][CH2:30][N:31]1[C:32](=[O:33])[N:6]2[CH:7]([C:20]3[CH:25]=[CH:24][CH:23]=[C:22]([OH:26])[CH:21]=3)[C:8]3[NH:9][C:10]4[C:15]([C:16]=3[CH2:17][C:5]2([CH3:27])[C:3]1=[O:4])=[CH:14][C:13]([O:18][CH3:19])=[CH:12][CH:11]=4. The yield is 0.740. (3) The reactants are [Cl:1][CH2:2][C:3]([C:5]1[CH:10]=[CH:9][CH:8]=[CH:7][CH:6]=1)=[O:4].[S:11]1[CH:15]=[C:14]([CH:16]([N:28]([CH3:35])[C:29]2[CH:34]=[CH:33][CH:32]=[CH:31][CH:30]=2)[C:17]([O:19][C@@H:20]2[CH:25]3[CH2:26][CH2:27][N:22]([CH2:23][CH2:24]3)[CH2:21]2)=[O:18])[C:13]2[CH:36]=[CH:37][CH:38]=[CH:39][C:12]1=2. The catalyst is C(#N)C. The product is [Cl-:1].[S:11]1[CH:15]=[C:14]([CH:16]([N:28]([CH3:35])[C:29]2[CH:34]=[CH:33][CH:32]=[CH:31][CH:30]=2)[C:17]([O:19][C@@H:20]2[CH:25]3[CH2:26][CH2:27][N+:22]([CH2:2][C:3](=[O:4])[C:5]4[CH:10]=[CH:9][CH:8]=[CH:7][CH:6]=4)([CH2:23][CH2:24]3)[CH2:21]2)=[O:18])[C:13]2[CH:36]=[CH:37][CH:38]=[CH:39][C:12]1=2. The yield is 0.726. (4) The yield is 0.565. The reactants are COC1C=CC(P2(SP(C3C=CC(OC)=CC=3)(=S)S2)=[S:10])=CC=1.[F:23][C:24]1[CH:35]=[CH:34][C:27]([CH2:28][N:29]([CH3:33])[C:30](=O)[CH3:31])=[CH:26][CH:25]=1. The product is [F:23][C:24]1[CH:35]=[CH:34][C:27]([CH2:28][N:29]([CH3:33])[C:30](=[S:10])[CH3:31])=[CH:26][CH:25]=1. The catalyst is C1(C)C=CC=CC=1. (5) The reactants are CO[C:3](=[O:24])[C:4]1[CH:9]=[CH:8][C:7]([O:10][CH2:11][C:12]2[C:13]([C:18]3[CH:19]=[N:20][CH:21]=[CH:22][CH:23]=3)=[N:14][O:15][C:16]=2[CH3:17])=[N:6][CH:5]=1.COC(=O)C1C=CC(OCC2[C:37]([C:42]3[CH:47]=[CH:46]C=C(F)C=3)=[N:38]OC=2C)=NC=1. No catalyst specified. The product is [CH:42]1([CH2:37][NH:38][C:3](=[O:24])[C:4]2[CH:9]=[CH:8][C:7]([O:10][CH2:11][C:12]3[C:13]([C:18]4[CH:19]=[N:20][CH:21]=[CH:22][CH:23]=4)=[N:14][O:15][C:16]=3[CH3:17])=[N:6][CH:5]=2)[CH2:47][CH2:46]1. The yield is 0.670. (6) The reactants are [O:1]1[C:5]2[CH:6]=[CH:7][C:8]([C:10]3([C:13]([NH:15][C:16]4[CH:21]=[CH:20][C:19]([CH3:22])=[C:18](Br)[CH:17]=4)=[O:14])[CH2:12][CH2:11]3)=[CH:9][C:4]=2[O:3][CH2:2]1.B([C:27]1[CH:35]=[CH:34][C:30]([C:31]([OH:33])=[O:32])=[CH:29][CH:28]=1)(O)O.C([O-])([O-])=O.[K+].[K+]. The product is [O:1]1[C:5]2[CH:6]=[CH:7][C:8]([C:10]3([C:13]([NH:15][C:16]4[CH:21]=[CH:20][C:19]([CH3:22])=[C:18]([C:27]5[CH:35]=[CH:34][C:30]([C:31]([OH:33])=[O:32])=[CH:29][CH:28]=5)[CH:17]=4)=[O:14])[CH2:12][CH2:11]3)=[CH:9][C:4]=2[O:3][CH2:2]1. The yield is 0.980. The catalyst is CN(C=O)C. (7) The reactants are Cl[C:2]1[N:10]=[C:9]2[C:5]([N:6]=[C:7]([CH2:12][N:13]3[CH2:16][CH:15]([N:17]4[CH2:22][CH2:21][S:20](=[O:24])(=[O:23])[CH2:19][CH2:18]4)[CH2:14]3)[N:8]2[CH3:11])=[C:4]([N:25]2[CH2:30][CH2:29][O:28][CH2:27][CH2:26]2)[N:3]=1.[CH:31]([C:34]1[NH:38][C:37]2[CH:39]=[CH:40][CH:41]=[CH:42][C:36]=2[N:35]=1)([CH3:33])[CH3:32].CC(C1C=C(C(C)C)C(C2C=CC=CC=2P(C2CCCCC2)C2CCCCC2)=C(C(C)C)C=1)C.C([O-])([O-])=O.[Cs+].[Cs+]. The catalyst is O1CCOCC1.C1C=CC(/C=C/C(/C=C/C2C=CC=CC=2)=O)=CC=1.C1C=CC(/C=C/C(/C=C/C2C=CC=CC=2)=O)=CC=1.C1C=CC(/C=C/C(/C=C/C2C=CC=CC=2)=O)=CC=1.[Pd].[Pd]. The product is [CH:31]([C:34]1[N:35]([C:2]2[N:10]=[C:9]3[C:5]([N:6]=[C:7]([CH2:12][N:13]4[CH2:14][CH:15]([N:17]5[CH2:18][CH2:19][S:20](=[O:23])(=[O:24])[CH2:21][CH2:22]5)[CH2:16]4)[N:8]3[CH3:11])=[C:4]([N:25]3[CH2:26][CH2:27][O:28][CH2:29][CH2:30]3)[N:3]=2)[C:36]2[CH:42]=[CH:41][CH:40]=[CH:39][C:37]=2[N:38]=1)([CH3:33])[CH3:32]. The yield is 0.490.